The task is: Predict the reactants needed to synthesize the given product.. This data is from Full USPTO retrosynthesis dataset with 1.9M reactions from patents (1976-2016). (1) Given the product [CH3:1][O:2][C:3]([NH:5][C@@H:6]([C@H:61]([O:65][CH3:64])[CH3:63])[C:7]([N:9]1[CH2:13][CH2:12][CH2:11][C@H:10]1[C:14]1[NH:15][C:16]([C:19]2[CH:20]=[CH:21][C:22]3[C:31]4[C:26](=[C:27]5[CH:35]=[CH:34][C:33]([C:36]6[NH:40][C:39]([C@@H:41]7[CH2:45][CH2:44][CH2:43][N:42]7[C:46](=[O:59])[C@H:47]([NH:54][C:55](=[O:58])[O:56][CH3:57])[C:48]7[CH:53]=[CH:52][CH:51]=[CH:50][CH:49]=7)=[N:38][CH:37]=6)=[CH:32][C:28]5=[CH:29][CH:30]=4)[O:25][CH2:24][C:23]=3[CH:60]=2)=[CH:17][N:18]=1)=[O:8])=[O:4], predict the reactants needed to synthesize it. The reactants are: [CH3:1][O:2][C:3]([NH:5][C@@H:6]([CH:61]([CH3:63])C)[C:7]([N:9]1[CH2:13][CH2:12][CH2:11][C@H:10]1[C:14]1[NH:15][C:16]([C:19]2[CH:20]=[CH:21][C:22]3[C:31]4[C:26](=[C:27]5[CH:35]=[CH:34][C:33]([C:36]6[NH:40][C:39]([C@@H:41]7[CH2:45][CH2:44][CH2:43][N:42]7[C:46](=[O:59])[C@H:47]([NH:54][C:55](=[O:58])[O:56][CH3:57])[C:48]7[CH:53]=[CH:52][CH:51]=[CH:50][CH:49]=7)=[N:38][CH:37]=6)=[CH:32][C:28]5=[CH:29][CH:30]=4)[O:25][CH2:24][C:23]=3[CH:60]=2)=[CH:17][N:18]=1)=[O:8])=[O:4].[CH3:64][O:65]C(N[C@@H](C(C)C)C(O)=O)=O. (2) Given the product [OH:6][C@H:5]([CH2:4][OH:3])[CH2:7][O:8][NH:9][C:10]([C:12]1[N:13]=[CH:14][C:15]2[N:16]([CH:27]=[N:28][CH:29]=2)[C:17]=1[NH:18][C:19]1[CH:24]=[CH:23][C:22]([I:25])=[CH:21][C:20]=1[F:26])=[O:11], predict the reactants needed to synthesize it. The reactants are: CC1(C)[O:6][C@@H:5]([CH2:7][O:8][NH:9][C:10]([C:12]2[N:13]=[CH:14][C:15]3[N:16]([CH:27]=[N:28][CH:29]=3)[C:17]=2[NH:18][C:19]2[CH:24]=[CH:23][C:22]([I:25])=[CH:21][C:20]=2[F:26])=[O:11])[CH2:4][O:3]1.Cl.O1CCOCC1.S([O-])([O-])(=O)=O.[Na+].[Na+]. (3) Given the product [Cl:28][C:4]1[N:3]=[C:2]([C:32]2[C:33]([F:36])=[N:34][CH:35]=[C:30]([Cl:29])[CH:31]=2)[C:7]2[N:8]([CH2:20][C@H:21]3[CH2:22][CH2:23][C@H:24]([CH3:27])[CH2:25][CH2:26]3)[C:9]([N:11]3[CH2:16][CH2:15][O:14][C@@H:13]4[CH2:17][CH2:18][CH2:19][C@@H:12]34)=[N:10][C:6]=2[CH:5]=1, predict the reactants needed to synthesize it. The reactants are: Cl[C:2]1[C:7]2[N:8]([CH2:20][C@H:21]3[CH2:26][CH2:25][C@H:24]([CH3:27])[CH2:23][CH2:22]3)[C:9]([N:11]3[CH2:16][CH2:15][O:14][C@@H:13]4[CH2:17][CH2:18][CH2:19][C@@H:12]34)=[N:10][C:6]=2[CH:5]=[C:4]([Cl:28])[N:3]=1.[Cl:29][C:30]1[CH:31]=[C:32](B2OC(C)(C)C(C)(C)O2)[C:33]([F:36])=[N:34][CH:35]=1.C([O-])([O-])=O.[Cs+].[Cs+].O. (4) Given the product [F:11][C:12]([F:31])([F:30])[S:13]([O:9][C:7]([CH:4]1[CH2:5][CH2:6][C:2]([F:10])([F:1])[CH2:3]1)=[CH2:8])(=[O:15])=[O:14], predict the reactants needed to synthesize it. The reactants are: [F:1][C:2]1([F:10])[CH2:6][CH2:5][CH:4]([C:7](=[O:9])[CH3:8])[CH2:3]1.[F:11][C:12]([F:31])([F:30])[S:13](N(C1C=CC=CC=1)[S:13]([C:12]([F:31])([F:30])[F:11])(=[O:15])=[O:14])(=[O:15])=[O:14]. (5) Given the product [NH2:14][C:2]12[CH2:11][C:6]3([CH3:12])[CH2:7][CH:8]([CH2:10][C:4]([CH3:13])([CH2:5]3)[CH2:3]1)[CH2:9]2, predict the reactants needed to synthesize it. The reactants are: Br[C:2]12[CH2:11][C:6]3([CH3:12])[CH2:7][CH:8]([CH2:10][C:4]([CH3:13])([CH2:5]3)[CH2:3]1)[CH2:9]2.[NH2:14]C(N)=O.Cl.[OH-].[Na+]. (6) The reactants are: [C:1]([C:5]1[CH:23]=[CH:22][C:8]([C:9]([NH:11][C:12]2[N:13]=[C:14]3[CH:19]=[CH:18][C:17](Cl)=[N:16][N:15]3[CH:21]=2)=[O:10])=[CH:7][CH:6]=1)([CH3:4])([CH3:3])[CH3:2].[O:24]1[C:28]2[CH:29]=[CH:30][C:31](B(O)O)=[CH:32][C:27]=2[O:26][CH2:25]1. Given the product [CH:25]([OH:26])=[O:24].[O:24]1[C:28]2[CH:29]=[CH:30][C:31]([C:17]3[CH:18]=[CH:19][C:14]4[N:15]([CH:21]=[C:12]([NH:11][C:9](=[O:10])[C:8]5[CH:22]=[CH:23][C:5]([C:1]([CH3:4])([CH3:3])[CH3:2])=[CH:6][CH:7]=5)[N:13]=4)[N:16]=3)=[CH:32][C:27]=2[O:26][CH2:25]1, predict the reactants needed to synthesize it. (7) Given the product [O:1]=[C:2]1[CH:6]([NH:7][C:8](=[O:17])[O:9][CH2:10][C:11]2[CH:12]=[CH:13][CH:14]=[CH:15][CH:16]=2)[CH2:5][CH2:4][N:3]1[CH2:21][O:22][CH2:23][CH2:24][Si:25]([CH3:28])([CH3:27])[CH3:26], predict the reactants needed to synthesize it. The reactants are: [O:1]=[C:2]1[CH:6]([NH:7][C:8](=[O:17])[O:9][CH2:10][C:11]2[CH:16]=[CH:15][CH:14]=[CH:13][CH:12]=2)[CH2:5][CH2:4][NH:3]1.[H-].[Na+].Cl[CH2:21][O:22][CH2:23][CH2:24][Si:25]([CH3:28])([CH3:27])[CH3:26]. (8) Given the product [Cl:31][C:30]1[CH:18]=[CH:19][CH:20]=[C:21]([NH:16][CH3:17])[C:5]=1[C:6]([O:8][CH3:22])=[O:7], predict the reactants needed to synthesize it. The reactants are: C(N(C1C=CC=CC=1)C(=O)[CH2:5][C:6]([OH:8])=[O:7])C.[N:16]1[CH:21]=[CH:20][CH:19]=[CH:18][CH:17]=1.[C:22](Cl)(=O)C(C)(C)C.Cl[CH2:30][Cl:31]. (9) Given the product [Br:41][C:42]1[CH:48]=[CH:47][C:45]([NH:46][CH2:15][C:17]2[CH:22]=[CH:21][C:20]([O:23][CH3:24])=[CH:19][C:18]=2[C:25]2[CH:26]=[CH:27][C:28]([C:31]([NH:33][CH2:34][CH2:35][C:36]([O:38][CH2:39][CH3:40])=[O:37])=[O:32])=[N:29][CH:30]=2)=[CH:44][CH:43]=1, predict the reactants needed to synthesize it. The reactants are: [BH-](OC(C)=O)(OC(C)=O)OC(C)=O.[Na+].[CH:15]([C:17]1[CH:22]=[CH:21][C:20]([O:23][CH3:24])=[CH:19][C:18]=1[C:25]1[CH:26]=[CH:27][C:28]([C:31]([NH:33][CH2:34][CH2:35][C:36]([O:38][CH2:39][CH3:40])=[O:37])=[O:32])=[N:29][CH:30]=1)=O.[Br:41][C:42]1[CH:48]=[CH:47][C:45]([NH2:46])=[CH:44][CH:43]=1.CC(O)=O. (10) Given the product [CH2:1]1[O:9][C:8]2[CH:7]=[CH:6][C:5]([CH:10]3[C:22]4[NH:21][C:20]5[C:15](=[CH:16][CH:17]=[CH:18][CH:19]=5)[C:14]=4[CH2:13][CH2:12][N:11]3[C:47]([O:46][CH2:39][C:40]3[CH:45]=[CH:44][CH:43]=[CH:42][CH:41]=3)=[O:48])=[CH:4][C:3]=2[O:2]1, predict the reactants needed to synthesize it. The reactants are: [CH2:1]1[O:9][C:8]2[CH:7]=[CH:6][C:5]([CH:10]3[C:22]4[NH:21][C:20]5[C:15](=[CH:16][CH:17]=[CH:18][CH:19]=5)[C:14]=4[CH2:13][CH2:12][NH:11]3)=[CH:4][C:3]=2[O:2]1.C(N(CC)CC)C.CN(C1C=CC=CN=1)C.[CH2:39]([O:46][C:47](Cl)=[O:48])[C:40]1[CH:45]=[CH:44][CH:43]=[CH:42][CH:41]=1.